This data is from Full USPTO retrosynthesis dataset with 1.9M reactions from patents (1976-2016). The task is: Predict the reactants needed to synthesize the given product. (1) Given the product [NH2:1][C:2]1[N:10]=[C:9]([Cl:11])[CH:8]=[CH:7][C:3]=1[C:4]([NH2:18])=[O:5], predict the reactants needed to synthesize it. The reactants are: [NH2:1][C:2]1[N:10]=[C:9]([Cl:11])[CH:8]=[CH:7][C:3]=1[C:4](O)=[O:5].C1C=CC2N(O)N=[N:18]C=2C=1.CCN=C=NCCCN(C)C.C(N(CC)CC)C.[NH4+].[Cl-]. (2) Given the product [O:1]1[CH2:2][CH:3]([N:5]2[CH2:9][CH:8]=[C:7]([C:10]3[NH:33][C:13]4=[N:14][CH:15]=[CH:16][C:17]([C:18]5[CH:19]=[CH:20][C:21]([O:26][CH:27]6[CH2:32][CH2:31][O:30][CH2:29][CH2:28]6)=[C:22]([CH:25]=5)[C:23]#[N:24])=[C:12]4[CH:11]=3)[CH2:6]2)[CH2:4]1, predict the reactants needed to synthesize it. The reactants are: [O:1]1[CH2:4][CH:3]([N:5]2[CH2:9][CH:8]=[C:7]([C:10]3[N:33](S(C4C=CC=CC=4)(=O)=O)[C:13]4=[N:14][CH:15]=[CH:16][C:17]([C:18]5[CH:19]=[CH:20][C:21]([O:26][CH:27]6[CH2:32][CH2:31][O:30][CH2:29][CH2:28]6)=[C:22]([CH:25]=5)[C:23]#[N:24])=[C:12]4[CH:11]=3)[CH2:6]2)[CH2:2]1.C(=O)([O-])[O-].[Cs+].[Cs+].O. (3) Given the product [ClH:26].[CH3:1][N:2]([CH:10]1[CH2:15][CH2:14][N:13]([CH3:16])[CH2:12][CH2:11]1)[C:3]1[N:4]=[C:5]([NH:9][C:18](=[O:25])[C:19]2[CH:24]=[CH:23][N:22]=[CH:21][CH:20]=2)[CH:6]=[CH:7][CH:8]=1, predict the reactants needed to synthesize it. The reactants are: [CH3:1][N:2]([CH:10]1[CH2:15][CH2:14][N:13]([CH3:16])[CH2:12][CH2:11]1)[C:3]1[CH:8]=[CH:7][CH:6]=[C:5]([NH2:9])[N:4]=1.Cl.[C:18]([Cl:26])(=[O:25])[C:19]1[CH:24]=[CH:23][N:22]=[CH:21][CH:20]=1. (4) Given the product [CH3:1][C:2]1[C:10]2[NH:9][CH:8]=[CH:7][C:6]=2[C:5]([C:11]([O:13][CH3:19])=[O:12])=[CH:4][CH:3]=1, predict the reactants needed to synthesize it. The reactants are: [CH3:1][C:2]1[C:10]2[NH:9][CH:8]=[CH:7][C:6]=2[C:5]([C:11]([OH:13])=[O:12])=[CH:4][CH:3]=1.S(=O)(=O)(O)O.[CH3:19]O. (5) Given the product [CH3:1][O:2][C:3](=[O:19])[CH2:4][N:5]1[C:10]2[CH:11]=[CH:12][CH:13]=[CH:14][C:9]=2[O:8][CH:7]([CH:15]([CH3:17])[CH3:16])[C:6]1=[S:29], predict the reactants needed to synthesize it. The reactants are: [CH3:1][O:2][C:3](=[O:19])[CH2:4][N:5]1[C:10]2[CH:11]=[CH:12][CH:13]=[CH:14][C:9]=2[O:8][CH:7]([CH:15]([CH3:17])[CH3:16])[C:6]1=O.COC1C=CC(P2(SP(C3C=CC(OC)=CC=3)(=S)S2)=[S:29])=CC=1.C(=O)([O-])O.[Na+]. (6) Given the product [F:19][C:16]1[CH:17]=[C:18]2[C:13]([C:12]([C:20]3[CH:21]=[CH:22][C:23]4[N:27]=[C:26]([CH2:28][N:29]5[CH2:34][CH2:33][N:32]([S:37]([CH3:36])(=[O:39])=[O:38])[CH2:31][CH2:30]5)[NH:25][C:24]=4[CH:35]=3)=[CH:11][N:10]2[S:7]([C:1]2[CH:6]=[CH:5][CH:4]=[CH:3][CH:2]=2)(=[O:9])=[O:8])=[CH:14][CH:15]=1, predict the reactants needed to synthesize it. The reactants are: [C:1]1([S:7]([N:10]2[C:18]3[C:13](=[CH:14][CH:15]=[C:16]([F:19])[CH:17]=3)[C:12]([C:20]3[CH:21]=[CH:22][C:23]4[N:27]=[C:26]([CH2:28][N:29]5[CH2:34][CH2:33][NH:32][CH2:31][CH2:30]5)[NH:25][C:24]=4[CH:35]=3)=[CH:11]2)(=[O:9])=[O:8])[CH:6]=[CH:5][CH:4]=[CH:3][CH:2]=1.[CH3:36][S:37](Cl)(=[O:39])=[O:38]. (7) Given the product [O:1]1[CH2:6][CH2:5][CH:4]([CH:7]([O:9][S:18]([CH3:17])(=[O:20])=[O:19])[CH3:8])[CH2:3][CH2:2]1, predict the reactants needed to synthesize it. The reactants are: [O:1]1[CH2:6][CH2:5][CH:4]([CH:7]([OH:9])[CH3:8])[CH2:3][CH2:2]1.C(N(CC)CC)C.[CH3:17][S:18](Cl)(=[O:20])=[O:19].